From a dataset of Forward reaction prediction with 1.9M reactions from USPTO patents (1976-2016). Predict the product of the given reaction. (1) Given the reactants [CH:1]([O:4][C:5]1[C:14]2[C:9](=[CH:10][C:11](OS(C(F)(F)F)(=O)=O)=[CH:12][CH:13]=2)[CH:8]=[C:7]([NH:23][C:24]2[CH:28]=[C:27]([CH3:29])[NH:26][N:25]=2)[N:6]=1)([CH3:3])[CH3:2].[NH:30]1[CH2:34][CH2:33][CH2:32][CH2:31]1, predict the reaction product. The product is: [CH:1]([O:4][C:5]1[C:14]2[C:9](=[CH:10][C:11]([N:30]3[CH2:34][CH2:33][CH2:32][CH2:31]3)=[CH:12][CH:13]=2)[CH:8]=[C:7]([NH:23][C:24]2[CH:28]=[C:27]([CH3:29])[NH:26][N:25]=2)[N:6]=1)([CH3:3])[CH3:2]. (2) The product is: [ClH:22].[ClH:22].[CH3:21][C:17]1[CH:16]=[C:15]([NH:14][CH:11]2[CH2:12][CH2:13][NH:8][CH2:9][CH2:10]2)[CH:20]=[CH:19][N:18]=1. Given the reactants C(OC([N:8]1[CH2:13][CH2:12][CH:11]([NH:14][C:15]2[CH:20]=[CH:19][N:18]=[C:17]([CH3:21])[CH:16]=2)[CH2:10][CH2:9]1)=O)(C)(C)C.[ClH:22], predict the reaction product.